This data is from Full USPTO retrosynthesis dataset with 1.9M reactions from patents (1976-2016). The task is: Predict the reactants needed to synthesize the given product. (1) The reactants are: [NH2:1][C:2]1[C:3](I)=[N:4][C:5]([Cl:9])=[CH:6][C:7]=1[CH3:8].[O:11]1[CH:15]=[CH:14][CH:13]=[C:12]1B(O)O.C(=O)([O-])[O-].[Na+].[Na+].C1(C)C=CC=CC=1. Given the product [NH2:1][C:2]1[C:3]([C:12]2[O:11][CH:15]=[CH:14][CH:13]=2)=[N:4][C:5]([Cl:9])=[CH:6][C:7]=1[CH3:8], predict the reactants needed to synthesize it. (2) The reactants are: [OH:1][C@H:2]1[CH2:7][CH2:6][C@H:5]([NH:8][C:9]2[N:18]=[CH:17][C:16]3[C:11](=[C:12]([C:19]4[CH:24]=[CH:23][C:22]([OH:25])=[CH:21][CH:20]=4)[CH:13]=[CH:14][CH:15]=3)[N:10]=2)[CH2:4][CH2:3]1.C([O-])([O-])=O.[Cs+].[Cs+].Cl[CH2:33][CH2:34][N:35]([CH3:43])[C:36](=[O:42])[O:37][C:38]([CH3:41])([CH3:40])[CH3:39]. Given the product [C:38]([O:37][C:36](=[O:42])[N:35]([CH2:34][CH2:33][O:25][C:22]1[CH:21]=[CH:20][C:19]([C:12]2[CH:13]=[CH:14][CH:15]=[C:16]3[C:11]=2[N:10]=[C:9]([NH:8][C@H:5]2[CH2:4][CH2:3][C@H:2]([OH:1])[CH2:7][CH2:6]2)[N:18]=[CH:17]3)=[CH:24][CH:23]=1)[CH3:43])([CH3:41])([CH3:40])[CH3:39], predict the reactants needed to synthesize it. (3) The reactants are: C([Si]([O:8][C:9]1[CH:14]=[C:13]([O:15][CH3:16])[CH:12]=[CH:11][C:10]=1[F:17])(C)C)(C)(C)C.CN(C)CCN(C)CCN(C)C.C([Li])CCC.CN(C)[CH:37]=[O:38]. Given the product [F:17][C:10]1[C:9]([OH:8])=[CH:14][C:13]([O:15][CH3:16])=[CH:12][C:11]=1[CH:37]=[O:38], predict the reactants needed to synthesize it. (4) Given the product [CH2:13]([C:17]1[N:18]=[C:19]([CH3:49])[N:20]([C:39]2[CH:40]=[C:41]([NH:45][C:46](=[O:48])[CH3:47])[CH:42]=[CH:43][CH:44]=2)[C:21](=[O:38])[C:22]=1[CH2:23][C:24]1[CH:25]=[CH:26][C:27]([C:30]2[CH:35]=[CH:34][CH:33]=[CH:32][C:31]=2[C:36]2[NH:3][C:4](=[O:7])[O:5][N:37]=2)=[CH:28][CH:29]=1)[CH2:14][CH2:15][CH3:16], predict the reactants needed to synthesize it. The reactants are: [Cl-].O[NH3+:3].[C:4](=[O:7])([O-])[OH:5].[Na+].CS(C)=O.[CH2:13]([C:17]1[N:18]=[C:19]([CH3:49])[N:20]([C:39]2[CH:40]=[C:41]([NH:45][C:46](=[O:48])[CH3:47])[CH:42]=[CH:43][CH:44]=2)[C:21](=[O:38])[C:22]=1[CH2:23][C:24]1[CH:29]=[CH:28][C:27]([C:30]2[CH:35]=[CH:34][CH:33]=[CH:32][C:31]=2[C:36]#[N:37])=[CH:26][CH:25]=1)[CH2:14][CH2:15][CH3:16]. (5) Given the product [Br:12][C:10]1[C:9]2[S:13][C:14]([C:16]3[CH:17]=[CH:18][CH:19]=[CH:20][CH:21]=3)=[N:15][C:8]=2[C:7]([OH:22])=[C:6]([C:4]([NH:23][CH2:24][C:25]([OH:27])=[O:26])=[O:5])[N:11]=1, predict the reactants needed to synthesize it. The reactants are: C(O[C:4]([C:6]1[N:11]=[C:10]([Br:12])[C:9]2[S:13][C:14]([C:16]3[CH:21]=[CH:20][CH:19]=[CH:18][CH:17]=3)=[N:15][C:8]=2[C:7]=1[OH:22])=[O:5])C.[NH2:23][CH2:24][C:25]([OH:27])=[O:26]. (6) Given the product [Cl:7][C:8]1[CH:9]=[C:10]([C:18]2[O:22][N:21]=[C:20]([C:23]3[CH:28]=[N:27][CH:26]=[C:25]4[N:29]([CH2:33][CH2:34][CH2:35][C:36]([O:38][CH2:39][CH3:40])=[O:37])[CH:30]=[CH:31][C:24]=34)[N:19]=2)[CH:11]=[N:12][C:13]=1[O:14][CH:15]([CH3:17])[CH3:16], predict the reactants needed to synthesize it. The reactants are: C([O-])([O-])=O.[Cs+].[Cs+].[Cl:7][C:8]1[CH:9]=[C:10]([C:18]2[O:22][N:21]=[C:20]([C:23]3[CH:28]=[N:27][CH:26]=[C:25]4[NH:29][CH:30]=[CH:31][C:24]=34)[N:19]=2)[CH:11]=[N:12][C:13]=1[O:14][CH:15]([CH3:17])[CH3:16].Br[CH2:33][CH2:34][CH2:35][C:36]([O:38][CH2:39][CH3:40])=[O:37]. (7) Given the product [F:1][C:2]([F:13])([F:12])[C:3]1[CH:8]=[CH:7][C:6]([C:15]2[S:19][C:18]([S:20]([N:23]3[CH:27]=[CH:26][CH:25]=[CH:24]3)(=[O:21])=[O:22])=[CH:17][CH:16]=2)=[CH:5][CH:4]=1, predict the reactants needed to synthesize it. The reactants are: [F:1][C:2]([F:13])([F:12])[C:3]1[CH:8]=[CH:7][C:6](B(O)O)=[CH:5][CH:4]=1.Br[C:15]1[S:19][C:18]([S:20]([N:23]2[CH:27]=[CH:26][CH:25]=[CH:24]2)(=[O:22])=[O:21])=[CH:17][CH:16]=1.